Dataset: Peptide-MHC class I binding affinity with 185,985 pairs from IEDB/IMGT. Task: Regression. Given a peptide amino acid sequence and an MHC pseudo amino acid sequence, predict their binding affinity value. This is MHC class I binding data. (1) The peptide sequence is LLACLCKHKK. The MHC is HLA-A11:01 with pseudo-sequence HLA-A11:01. The binding affinity (normalized) is 0.402. (2) The binding affinity (normalized) is 0. The peptide sequence is GGKKKYKL. The MHC is HLA-B35:01 with pseudo-sequence HLA-B35:01. (3) The peptide sequence is SNMLSIINK. The MHC is HLA-A11:01 with pseudo-sequence HLA-A11:01. The binding affinity (normalized) is 0.560. (4) The peptide sequence is KYFDDVTAF. The MHC is HLA-A01:01 with pseudo-sequence HLA-A01:01. The binding affinity (normalized) is 0.0847. (5) The peptide sequence is LSGVNNLEH. The MHC is HLA-A01:01 with pseudo-sequence HLA-A01:01. The binding affinity (normalized) is 0.